From a dataset of Full USPTO retrosynthesis dataset with 1.9M reactions from patents (1976-2016). Predict the reactants needed to synthesize the given product. (1) Given the product [I:16][C:11]1[C:7]([C:1]2[CH:2]=[CH:3][CH:4]=[CH:5][CH:6]=2)=[N:8][NH:9][C:10]=1[C:12]([F:14])([F:15])[F:13], predict the reactants needed to synthesize it. The reactants are: [C:1]1([C:7]2[CH:11]=[C:10]([C:12]([F:15])([F:14])[F:13])[NH:9][N:8]=2)[CH:6]=[CH:5][CH:4]=[CH:3][CH:2]=1.[I-:16].[Na+].II.C([O-])([O-])=O.[K+].[K+]. (2) Given the product [CH2:17]([O:24][C:25]1[CH:26]=[CH:27][C:28]2[NH:33][C:6](=[O:7])[C:2]([CH3:9])([CH3:1])[C:3](=[O:4])[N:31]([CH3:32])[C:29]=2[CH:30]=1)[C:18]1[CH:19]=[CH:20][CH:21]=[CH:22][CH:23]=1, predict the reactants needed to synthesize it. The reactants are: [CH3:1][C:2]([CH3:9])([C:6](Cl)=[O:7])[C:3](Cl)=[O:4].CN(C)C(=O)C.Cl.[CH2:17]([O:24][C:25]1[CH:30]=[C:29]([NH:31][CH3:32])[C:28]([NH2:33])=[CH:27][CH:26]=1)[C:18]1[CH:23]=[CH:22][CH:21]=[CH:20][CH:19]=1. (3) Given the product [CH2:13]([O:12][C:10](=[O:15])[NH:11][C:2]1[CH:9]=[CH:8][C:5]([CH:6]=[O:7])=[CH:4][CH:3]=1)[CH3:14], predict the reactants needed to synthesize it. The reactants are: Br[C:2]1[CH:9]=[CH:8][C:5]([CH:6]=[O:7])=[CH:4][CH:3]=1.[C:10](=[O:15])([O:12][CH2:13][CH3:14])[NH2:11].C(=O)([O-])[O-].[Cs+].[Cs+]. (4) Given the product [ClH:1].[NH2:14][C@H:10]([C:5]1[CH:6]=[CH:7][C:8]([F:9])=[C:3]([F:2])[CH:4]=1)[C@H:11]([OH:13])[CH3:12], predict the reactants needed to synthesize it. The reactants are: [ClH:1].[F:2][C:3]1[CH:4]=[C:5]([C@@H:10]([NH:14]C(=O)OC(C)(C)C)[C@H:11]([OH:13])[CH3:12])[CH:6]=[CH:7][C:8]=1[F:9]. (5) Given the product [C:17]([O:6][CH:1]1[CH2:5][CH2:4][CH:3]=[CH:2]1)(=[O:21])[C:18]([CH3:20])=[CH2:19], predict the reactants needed to synthesize it. The reactants are: [CH:1]1([OH:6])[CH2:5][CH2:4][CH:3]=[CH:2]1.C(N(CC)CC)C.ClCCl.[C:17](Cl)(=[O:21])[C:18]([CH3:20])=[CH2:19]. (6) Given the product [Br:8][C:9]1[CH:10]=[C:11]([N:15]2[C:23]3[CH2:22][CH2:21][N:20]([CH2:36][C:37]([OH:38])([CH3:40])[CH3:39])[CH2:19][C:18]=3[C:17]([C:24]([O:26][CH2:27][CH3:28])=[O:25])=[N:16]2)[CH:12]=[CH:13][CH:14]=1, predict the reactants needed to synthesize it. The reactants are: FC(F)(F)C(O)=O.[Br:8][C:9]1[CH:10]=[C:11]([N:15]2[C:23]3[CH2:22][CH2:21][NH:20][CH2:19][C:18]=3[C:17]([C:24]([O:26][CH2:27][CH3:28])=[O:25])=[N:16]2)[CH:12]=[CH:13][CH:14]=1.C(N(CC)CC)C.[CH3:36][C:37]1([CH3:40])[CH2:39][O:38]1. (7) Given the product [Cl:1][C:2]1[CH:3]=[C:4]([C:9]2[C:10]([O:18][CH2:19][C:20]([F:22])([F:21])[F:23])=[N:11][CH:12]=[C:13]([CH:17]=2)[C:14]([NH:32][CH2:31][C:29]2[O:28][N:27]=[C:26]([C:25]([F:34])([F:33])[F:24])[N:30]=2)=[O:15])[CH:5]=[CH:6][C:7]=1[F:8], predict the reactants needed to synthesize it. The reactants are: [Cl:1][C:2]1[CH:3]=[C:4]([C:9]2[C:10]([O:18][CH2:19][C:20]([F:23])([F:22])[F:21])=[N:11][CH:12]=[C:13]([CH:17]=2)[C:14](O)=[O:15])[CH:5]=[CH:6][C:7]=1[F:8].[F:24][C:25]([F:34])([F:33])[C:26]1[N:30]=[C:29]([CH2:31][NH2:32])[O:28][N:27]=1. (8) Given the product [Br:1][C:2]1[C:7]([Cl:8])=[CH:6][N:5]=[C:4]([NH2:9])[C:3]=1[I:10], predict the reactants needed to synthesize it. The reactants are: [Br:1][C:2]1[C:7]([Cl:8])=[CH:6][N:5]=[C:4]([NH2:9])[CH:3]=1.[I:10]Cl. (9) Given the product [NH:13]1[C:14]2[CH:19]=[CH:18][CH:17]=[CH:16][C:15]=2[N:11]=[C:12]1[C@H:8]([NH:9][C:10]([NH:35][C:25]1[C:26]([C:29]2[CH:30]=[CH:31][CH:32]=[CH:33][CH:34]=2)=[N:27][O:28][C:24]=1[CH3:23])=[O:20])[CH2:7][C:6]1[CH:21]=[CH:22][C:3]([O:2][CH3:1])=[CH:4][CH:5]=1, predict the reactants needed to synthesize it. The reactants are: [CH3:1][O:2][C:3]1[CH:22]=[CH:21][C:6]([CH2:7][C@@H:8]2[C:12]3=[N:13][C:14]4[CH:19]=[CH:18][CH:17]=[CH:16][C:15]=4[N:11]3[C:10](=[O:20])[NH:9]2)=[CH:5][CH:4]=1.[CH3:23][C:24]1[O:28][N:27]=[C:26]([C:29]2[CH:34]=[CH:33][CH:32]=[CH:31][CH:30]=2)[C:25]=1[NH2:35].C(O)(C(F)(F)F)=O. (10) Given the product [Cl:1][C:2]1[CH:3]=[C:4]2[C:9](=[CH:10][C:11]=1[CH2:12][C:13]1[S:14][CH:15]=[CH:16][CH:17]=1)[O:8][CH:7]([C:18]([F:21])([F:20])[F:19])[C:6]([C:22]([OH:24])=[O:23])=[CH:5]2, predict the reactants needed to synthesize it. The reactants are: [Cl:1][C:2]1[CH:3]=[C:4]2[C:9](=[CH:10][C:11]=1[CH2:12][C:13]1[S:14][CH:15]=[CH:16][CH:17]=1)[O:8][CH:7]([C:18]([F:21])([F:20])[F:19])[C:6]([C:22]([O:24]CC)=[O:23])=[CH:5]2.CC1C=C2C(C=CCO2)=CC=1Cl.